From a dataset of Reaction yield outcomes from USPTO patents with 853,638 reactions. Predict the reaction yield, written as a fraction of the theoretical maximum amount of product (1.0 means a 100% yield; for example, 0.34 means a 34% yield). (1) The reactants are C[O:2][C:3](=O)[CH2:4][CH:5]([C:15]1[CH:16]=[N:17][CH:18]=[CH:19][CH:20]=1)[N:6]1[C:14]2[C:9](=[N:10][CH:11]=[CH:12][CH:13]=2)[CH:8]=[CH:7]1.[H-].[H-].[H-].[H-].[Li+].[Al+3]. The catalyst is C1COCC1. The product is [N:17]1[CH:18]=[CH:19][CH:20]=[C:15]([CH:5]([N:6]2[C:14]3[C:9](=[N:10][CH:11]=[CH:12][CH:13]=3)[CH:8]=[CH:7]2)[CH2:4][CH2:3][OH:2])[CH:16]=1. The yield is 0.660. (2) The reactants are [CH:1]([C:4]1[N:5]=[C:6]2[C:11]([C:12]([F:15])([F:14])[F:13])=[CH:10][CH:9]=[CH:8][N:7]2[C:16]=1[C:17]1[CH:18]=[C:19]([OH:23])[CH:20]=[CH:21][CH:22]=1)([CH3:3])[CH3:2].Br[C:25]1[CH:30]=[CH:29][CH:28]=[C:27]([S:31]([CH3:34])(=[O:33])=[O:32])[CH:26]=1.C(=O)([O-])[O-].[Cs+].[Cs+].Cl.CN(C)CC(O)=O. The catalyst is O1CCOCC1.O.[Cu]I. The product is [CH:1]([C:4]1[N:5]=[C:6]2[C:11]([C:12]([F:15])([F:14])[F:13])=[CH:10][CH:9]=[CH:8][N:7]2[C:16]=1[C:17]1[CH:22]=[CH:21][CH:20]=[C:19]([O:23][C:25]2[CH:30]=[CH:29][CH:28]=[C:27]([S:31]([CH3:34])(=[O:33])=[O:32])[CH:26]=2)[CH:18]=1)([CH3:3])[CH3:2]. The yield is 0.630. (3) The reactants are [C:1]([O:5][C:6]([N:8]1[CH2:13][CH2:12][CH2:11][CH:10]([C:14]2[CH:19]=[N:18][CH:17]=[C:16](Cl)[N:15]=2)[CH2:9]1)=[O:7])([CH3:4])([CH3:3])[CH3:2].[Cl:21][C:22]1[CH:23]=[C:24]2[C:28](=[CH:29][CH:30]=1)[C:27](=[O:31])[NH:26][C:25]2([CH3:33])[CH3:32].[C@H]1(N)CCCC[C@@H]1N.C([O-])([O-])=O.[Cs+].[Cs+]. The catalyst is O1CCOCC1.[Cu]I.O. The product is [C:1]([O:5][C:6]([N:8]1[CH2:13][CH2:12][CH2:11][CH:10]([C:14]2[CH:19]=[N:18][CH:17]=[C:16]([N:26]3[C:27](=[O:31])[C:28]4[C:24](=[CH:23][C:22]([Cl:21])=[CH:30][CH:29]=4)[C:25]3([CH3:33])[CH3:32])[N:15]=2)[CH2:9]1)=[O:7])([CH3:4])([CH3:3])[CH3:2]. The yield is 0.330.